From a dataset of Forward reaction prediction with 1.9M reactions from USPTO patents (1976-2016). Predict the product of the given reaction. (1) Given the reactants [OH:1][CH:2]([C:24]1[CH:29]=[CH:28][CH:27]=[CH:26][CH:25]=1)[CH2:3][CH2:4][CH2:5][N:6]1[CH2:11][CH2:10][CH:9]([C:12]2[CH:13]=[C:14]([NH:18][C:19](=[O:23])[CH:20]([CH3:22])[CH3:21])[CH:15]=[CH:16][CH:17]=2)[CH2:8][CH2:7]1.[Cl:30][C:31]1[CH:36]=[CH:35][CH:34]=[CH:33][C:32]=1[C:37]1[C:41]([C:42](Cl)=[O:43])=[C:40]([CH3:45])[O:39][N:38]=1, predict the reaction product. The product is: [Cl:30][C:31]1[CH:36]=[CH:35][CH:34]=[CH:33][C:32]=1[C:37]1[C:41]([C:42]([O:1][CH:2]([C:24]2[CH:29]=[CH:28][CH:27]=[CH:26][CH:25]=2)[CH2:3][CH2:4][CH2:5][N:6]2[CH2:7][CH2:8][CH:9]([C:12]3[CH:17]=[CH:16][CH:15]=[C:14]([NH:18][C:19](=[O:23])[CH:20]([CH3:22])[CH3:21])[CH:13]=3)[CH2:10][CH2:11]2)=[O:43])=[C:40]([CH3:45])[O:39][N:38]=1. (2) Given the reactants [CH2:1]([N:8]1[CH2:13][CH2:12][CH2:11][CH2:10][CH:9]1[CH2:14][CH2:15][CH:16]=O)[C:2]1[CH:7]=[CH:6][CH:5]=[CH:4][CH:3]=1.[NH2:18][CH:19]1[CH2:27][C:26]2[C:21](=[CH:22][CH:23]=[CH:24][CH:25]=2)[CH2:20]1.C(O)(=O)C.C(O[BH-](OC(=O)C)OC(=O)C)(=O)C.[Na+], predict the reaction product. The product is: [CH2:1]([N:8]1[CH2:13][CH2:12][CH2:11][CH2:10][CH:9]1[CH2:14][CH2:15][CH2:16][NH:18][CH:19]1[CH2:27][C:26]2[C:21](=[CH:22][CH:23]=[CH:24][CH:25]=2)[CH2:20]1)[C:2]1[CH:7]=[CH:6][CH:5]=[CH:4][CH:3]=1.